Predict the reactants needed to synthesize the given product. From a dataset of Full USPTO retrosynthesis dataset with 1.9M reactions from patents (1976-2016). Given the product [Cl:16][C:17]1[CH:18]=[C:19]([CH:23]=[C:24]([C:28]([F:29])([F:30])[F:31])[C:25]=1[CH:26]=[O:27])[C:20]([NH:9][CH2:8][C:7]1[CH:10]=[C:3]([Cl:2])[CH:4]=[CH:5][C:6]=1[S:11]([CH2:14][CH3:15])(=[O:13])=[O:12])=[O:21], predict the reactants needed to synthesize it. The reactants are: Cl.[Cl:2][C:3]1[CH:4]=[CH:5][C:6]([S:11]([CH2:14][CH3:15])(=[O:13])=[O:12])=[C:7]([CH:10]=1)[CH2:8][NH2:9].[Cl:16][C:17]1[CH:18]=[C:19]([CH:23]=[C:24]([C:28]([F:31])([F:30])[F:29])[C:25]=1[CH:26]=[O:27])[C:20](O)=[O:21].CC(OC(N1CCN(CC2C=CC(C([O-])=O)=CC=2C(F)(F)F)CC1)=O)(C)C.